This data is from Full USPTO retrosynthesis dataset with 1.9M reactions from patents (1976-2016). The task is: Predict the reactants needed to synthesize the given product. (1) Given the product [F:1][C:2]1[C:3]([F:16])=[C:4]([CH2:13][OH:14])[C:5]2[O:9][C:8]([CH3:11])([CH3:10])[CH2:7][C:6]=2[CH:12]=1, predict the reactants needed to synthesize it. The reactants are: [F:1][C:2]1[C:3]([F:16])=[C:4]([C:13](O)=[O:14])[C:5]2[O:9][C:8]([CH3:11])([CH3:10])[CH2:7][C:6]=2[CH:12]=1.Cl.[OH-].[Na+]. (2) Given the product [NH2:8][CH:9]1[CH2:15][CH2:14][CH2:13][CH2:12][N:11]([C:16]([O:18][C:19]([CH3:22])([CH3:21])[CH3:20])=[O:17])[CH2:10]1, predict the reactants needed to synthesize it. The reactants are: C(=[N:8][CH:9]1[CH2:15][CH2:14][CH2:13][CH2:12][N:11]([C:16]([O:18][C:19]([CH3:22])([CH3:21])[CH3:20])=[O:17])[CH2:10]1)C1C=CC=CC=1. (3) Given the product [OH:3][CH2:4][CH2:5][O:6][NH:7][C:8]([C:10]1[N:11]=[CH:12][C:13]2[N:14]([CH:25]=[N:26][CH:27]=2)[C:15]=1[NH:16][C:17]1[CH:22]=[CH:21][C:20]([I:23])=[CH:19][C:18]=1[F:24])=[O:9], predict the reactants needed to synthesize it. The reactants are: C([O:3][CH2:4][CH2:5][O:6][NH:7][C:8]([C:10]1[N:11]=[CH:12][C:13]2[N:14]([CH:25]=[N:26][CH:27]=2)[C:15]=1[NH:16][C:17]1[CH:22]=[CH:21][C:20]([I:23])=[CH:19][C:18]=1[F:24])=[O:9])=C.Cl.O1CCOCC1. (4) Given the product [CH2:35]([NH:22][C:11]1[CH:12]=[C:13]([C:16]2[N:20]=[C:19]([CH3:21])[O:18][N:17]=2)[CH:14]=[CH:15][C:10]=1[CH2:9][NH:8][C:6](=[O:7])[C:5]1[CH:29]=[C:30]([O:33][CH3:34])[C:31]([CH3:32])=[C:3]([O:2][CH3:1])[CH:4]=1)[CH:36]([CH3:38])[CH3:37], predict the reactants needed to synthesize it. The reactants are: [CH3:1][O:2][C:3]1[CH:4]=[C:5]([CH:29]=[C:30]([O:33][CH3:34])[C:31]=1[CH3:32])[C:6]([NH:8][CH2:9][C:10]1[CH:15]=[CH:14][C:13]([C:16]2[N:20]=[C:19]([CH3:21])[O:18][N:17]=2)=[CH:12][C:11]=1[NH:22]C(=O)C(F)(F)F)=[O:7].[CH2:35](I)[CH:36]([CH3:38])[CH3:37].C(=O)([O-])[O-].[K+].[K+]. (5) Given the product [ClH:38].[ClH:38].[CH2:1]([O:8][C:9]1[CH:10]=[CH:11][C:12]2[C:13]3[N:21]([CH2:22][CH2:23][CH2:24][CH2:25][NH2:26])[C:20]([CH2:34][O:35][CH2:36][CH3:37])=[N:19][C:14]=3[CH:15]=[N:16][C:17]=2[CH:18]=1)[C:2]1[CH:7]=[CH:6][CH:5]=[CH:4][CH:3]=1, predict the reactants needed to synthesize it. The reactants are: [CH2:1]([O:8][C:9]1[CH:10]=[CH:11][C:12]2[C:13]3[N:21]([CH2:22][CH2:23][CH2:24][CH2:25][NH:26]C(=O)OC(C)(C)C)[C:20]([CH2:34][O:35][CH2:36][CH3:37])=[N:19][C:14]=3[CH:15]=[N:16][C:17]=2[CH:18]=1)[C:2]1[CH:7]=[CH:6][CH:5]=[CH:4][CH:3]=1.[ClH:38]. (6) Given the product [F:7][C:11]([C:14]1[CH:32]=[C:17]2[C:18]([C:24]3[CH:25]([CH3:31])[CH2:26][C:27](=[O:30])[NH:28][N:29]=3)=[CH:19][CH:20]=[C:21]([O:22][CH3:23])[N:16]2[N:15]=1)([CH3:13])[CH3:12], predict the reactants needed to synthesize it. The reactants are: CCN(S(F)(F)[F:7])CC.O[C:11]([C:14]1[CH:32]=[C:17]2[C:18]([C:24]3[CH:25]([CH3:31])[CH2:26][C:27](=[O:30])[NH:28][N:29]=3)=[CH:19][CH:20]=[C:21]([O:22][CH3:23])[N:16]2[N:15]=1)([CH3:13])[CH3:12]. (7) Given the product [Br:2][C:3]1[CH:4]=[C:5]([NH:9][CH:10]([C:13]2[CH:18]=[CH:17][CH:16]=[CH:15][C:14]=2[F:19])[C:11]([NH2:12])=[O:20])[CH:6]=[N:7][CH:8]=1, predict the reactants needed to synthesize it. The reactants are: Cl.[Br:2][C:3]1[CH:4]=[C:5]([NH:9][CH:10]([C:13]2[CH:18]=[CH:17][CH:16]=[CH:15][C:14]=2[F:19])[C:11]#[N:12])[CH:6]=[N:7][CH:8]=1.[OH2:20].